Dataset: Full USPTO retrosynthesis dataset with 1.9M reactions from patents (1976-2016). Task: Predict the reactants needed to synthesize the given product. (1) Given the product [NH2:7][C:6]1[C:2]([CH3:1])=[N:3][O:4][C:5]=1[NH:10][C:11](=[O:12])[C:13]1[CH:18]=[CH:17][CH:16]=[CH:15][CH:14]=1, predict the reactants needed to synthesize it. The reactants are: [CH3:1][C:2]1[C:6]([N+:7]([O-])=O)=[C:5]([NH:10][C:11]([C:13]2[CH:18]=[CH:17][C:16](C(C(NC3C=CC=CC=3)=O)C(NC3C=CC=CC=3)=O)=[CH:15][CH:14]=2)=[O:12])[O:4][N:3]=1.[NH2:7][C:6]1[C:2]([CH3:1])=[N:3][O:4][C:5]=1[NH:10][C:11]([C:13]1[CH:18]=[CH:17][C:16](C(C(NC2C=CC=CC=2)=O)C(NC2C=CC=CC=2)=O)=[CH:15][CH:14]=1)=[O:12].O.O.[Sn](Cl)(Cl)(Cl)Cl. (2) The reactants are: C([O:3][C:4](=O)/[C:5](/[C:14]1[CH:19]=[CH:18][C:17]([S:20]([CH3:23])(=[O:22])=[O:21])=[CH:16][CH:15]=1)=[CH:6]/[CH2:7][CH:8]1[CH2:13][CH2:12][CH2:11][CH2:10][CH2:9]1)C.CC(C[AlH]CC(C)C)C.C1(C)C=CC=CC=1. Given the product [CH:8]1([CH2:7]/[CH:6]=[C:5](\[C:14]2[CH:19]=[CH:18][C:17]([S:20]([CH3:23])(=[O:22])=[O:21])=[CH:16][CH:15]=2)/[CH2:4][OH:3])[CH2:13][CH2:12][CH2:11][CH2:10][CH2:9]1, predict the reactants needed to synthesize it. (3) Given the product [Cl:1][C:4]1[CH:3]=[CH:2][C:8]([C:9]2[CH:10]=[CH:11][C:29]([CH:30]=[O:25])=[CH:15][CH:13]=2)=[CH:6][CH:5]=1, predict the reactants needed to synthesize it. The reactants are: [ClH:1].[CH3:2][CH:3](O)[CH:4](OC)[CH:5](O)[C:6]([CH2:8][C:9]1(C)[C:13]([C:15](C=C)(C)C)(C)O[CH:11]=[CH:10]1)=O.[O:25]1[CH2:30][CH2:29]OCC1. (4) Given the product [Cl:1][C:2]1[CH:7]=[CH:6][C:5]([S:8]([CH:11]([C:25]2[CH:30]=[C:29]([F:31])[CH:28]=[CH:27][C:26]=2[F:32])[C:12]2[C:17]([F:18])=[CH:16][N:15]=[C:14]([CH2:19][CH2:20][C:21]([O:23][CH3:24])=[O:22])[CH:13]=2)(=[O:10])=[O:9])=[CH:4][CH:3]=1, predict the reactants needed to synthesize it. The reactants are: [Cl:1][C:2]1[CH:7]=[CH:6][C:5]([S:8]([CH:11]([C:25]2[CH:30]=[C:29]([F:31])[CH:28]=[CH:27][C:26]=2[F:32])[C:12]2[C:17]([F:18])=[CH:16][N:15]=[C:14](/[CH:19]=[CH:20]/[C:21]([O:23][CH3:24])=[O:22])[CH:13]=2)(=[O:10])=[O:9])=[CH:4][CH:3]=1.